From a dataset of Reaction yield outcomes from USPTO patents with 853,638 reactions. Predict the reaction yield, written as a fraction of the theoretical maximum amount of product (1.0 means a 100% yield; for example, 0.34 means a 34% yield). (1) The reactants are [CH2:1]([N:3]([CH2:6][C:7]1[CH:12]=[CH:11][N:10]=[C:9]([F:13])[C:8]=1[CH:14]=O)[CH2:4][CH3:5])[CH3:2].Cl.[NH2:17][OH:18].C([O-])(=O)C.[K+]. The catalyst is CO.O. The product is [CH2:1]([N:3]([CH2:6][C:7]1[CH:12]=[CH:11][N:10]=[C:9]([F:13])[C:8]=1[CH:14]=[N:17][OH:18])[CH2:4][CH3:5])[CH3:2]. The yield is 0.810. (2) The reactants are C([CH:8]1[O:16][C:15]2[C:10](=[C:11]([S:17]([NH2:20])(=[O:19])=[O:18])[CH:12]=[CH:13][CH:14]=2)[O:9]1)(OC(C)(C)C)=O.[C:21](=[O:24])([O-])[O-:22].[Cs+].[Cs+].Cl.Cl[CH2:29][N:30]1[C:34]([CH3:35])=[CH:33][C:32]([CH3:36])=[N:31]1.[C:37](OCC)(=O)[CH3:37].[CH3:46][CH2:47][CH2:48][CH2:46][CH2:47][CH3:48]. The catalyst is CN(C=O)C. The product is [CH3:29][N:30]1[C:34]([CH3:35])=[CH:33][C:32]([CH3:36])=[N:31]1.[CH2:8]1[O:16][C:15]2[C:10](=[C:11]([S:17]([NH:20][C:21]([O:22][C:47]([CH3:46])([CH3:48])[CH3:37])=[O:24])(=[O:18])=[O:19])[CH:12]=[CH:13][CH:14]=2)[O:9]1. The yield is 0.170.